Predict the reactants needed to synthesize the given product. From a dataset of Full USPTO retrosynthesis dataset with 1.9M reactions from patents (1976-2016). (1) Given the product [NH2:8][C@@H:9]1[CH2:15][CH2:14][C@@H:13]2[NH:16][C@@:10]1([C:33]1[CH:38]=[CH:37][CH:36]=[CH:35][CH:34]=1)[CH2:11][C@H:12]2[S:24]([C:27]1[CH:32]=[CH:31][CH:30]=[CH:29][CH:28]=1)(=[O:26])=[O:25], predict the reactants needed to synthesize it. The reactants are: C([NH:8][C@@H:9]1[CH2:15][CH2:14][C@@H:13]2[N:16](CC3C=CC=CC=3)[C@@:10]1([C:33]1[CH:38]=[CH:37][CH:36]=[CH:35][CH:34]=1)[CH2:11][C@H:12]2[S:24]([C:27]1[CH:32]=[CH:31][CH:30]=[CH:29][CH:28]=1)(=[O:26])=[O:25])C1C=CC=CC=1.[H][H]. (2) Given the product [I:25][C:22]1[CH:23]=[C:24]2[C:19](=[CH:20][CH:21]=1)[C:18](=[O:26])[NH:17][C:16](=[O:27])[C:15]2=[CH:14][NH:1][CH2:2][C:3]1[CH:8]=[C:7]([OH:9])[C:6]([O:10][CH3:11])=[CH:5][N:4]=1, predict the reactants needed to synthesize it. The reactants are: [NH2:1][CH2:2][C:3]1[CH:8]=[C:7]([OH:9])[C:6]([O:10][CH3:11])=[CH:5][N:4]=1.CO[CH:14]=[C:15]1[C:24]2[C:19](=[CH:20][CH:21]=[C:22]([I:25])[CH:23]=2)[C:18](=[O:26])[NH:17][C:16]1=[O:27].